This data is from Full USPTO retrosynthesis dataset with 1.9M reactions from patents (1976-2016). The task is: Predict the reactants needed to synthesize the given product. Given the product [Cl:1][C:2]1[CH:34]=[CH:33][C:32]([CH:39]2[CH2:41][CH2:40]2)=[CH:31][C:3]=1[C:4]([NH2:6])=[O:5], predict the reactants needed to synthesize it. The reactants are: [Cl:1][C:2]1[CH:34]=[CH:33][CH:32]=[CH:31][C:3]=1[C:4]([NH:6]C(=O)NC1SC2C=C(S(CCN3C(C)CCC3C)(=O)=O)C=CC=2N=1)=[O:5].ClC(O[CH:39]([CH3:41])[CH3:40])=O.CCN(C(C)C)C(C)C.N.